This data is from Reaction yield outcomes from USPTO patents with 853,638 reactions. The task is: Predict the reaction yield, written as a fraction of the theoretical maximum amount of product (1.0 means a 100% yield; for example, 0.34 means a 34% yield). (1) The product is [CH2:50]([O:52][C:53]1[CH:58]=[CH:57][C:56]([C:59]2[CH:64]=[CH:63][CH:62]=[C:61]([NH:65][C:23]([C:18]3[C:19](=[O:22])[O:20][C:21]4[C:16]([CH:17]=3)=[CH:15][CH:14]=[CH:13][C:12]=4[O:11][CH3:10])=[O:25])[CH:60]=2)=[CH:55][C:54]=1[CH3:66])[CH3:51]. The yield is 0.650. The reactants are CCN(C(C)C)C(C)C.[CH3:10][O:11][C:12]1[CH:13]=[CH:14][CH:15]=[C:16]2[C:21]=1[O:20][C:19](=[O:22])[C:18]([C:23]([OH:25])=O)=[CH:17]2.CN(C(ON1N=NC2C=CC=NC1=2)=[N+](C)C)C.F[P-](F)(F)(F)(F)F.[CH2:50]([O:52][C:53]1[CH:58]=[CH:57][C:56]([C:59]2[CH:64]=[CH:63][CH:62]=[C:61]([NH2:65])[CH:60]=2)=[CH:55][C:54]=1[CH3:66])[CH3:51]. The catalyst is CN(C=O)C. (2) The reactants are [OH:1][CH:2]([C:7]1[N:12]([CH3:13])[C:11](=[O:14])[C:10]2[NH:15][CH:16]=[CH:17][C:9]=2[C:8]=1[C:18]1[C:19]([CH3:28])=[C:20]2[C:25](=[CH:26][CH:27]=1)[O:24][CH2:23][CH2:22][CH2:21]2)[C:3]([O:5][CH3:6])=[O:4].C(O[C:33]([CH3:36])([CH3:35])[CH3:34])(=O)C.Cl(O)(=O)(=O)=O. The catalyst is CO.C(Cl)Cl. The product is [C:33]([O:1][CH:2]([C:7]1[N:12]([CH3:13])[C:11](=[O:14])[C:10]2[NH:15][CH:16]=[CH:17][C:9]=2[C:8]=1[C:18]1[C:19]([CH3:28])=[C:20]2[C:25](=[CH:26][CH:27]=1)[O:24][CH2:23][CH2:22][CH2:21]2)[C:3]([O:5][CH3:6])=[O:4])([CH3:36])([CH3:35])[CH3:34]. The yield is 0.461. (3) The reactants are [Na].[CH3:2][O:3][C:4](=[O:17])[CH:5]=[CH:6][C:7]1[CH:12]=[CH:11][CH:10]=[C:9]([S:13](O)(=[O:15])=[O:14])[CH:8]=1.S(Cl)([Cl:20])=O. The catalyst is CN(C)C=O. The product is [CH3:2][O:3][C:4](=[O:17])[CH:5]=[CH:6][C:7]1[CH:12]=[CH:11][CH:10]=[C:9]([S:13]([Cl:20])(=[O:15])=[O:14])[CH:8]=1. The yield is 0.970. (4) The reactants are [NH2:1][CH2:2][CH2:3][C:4]1[N:5]=[C:6]([NH:9][C:10]([NH:12][C:13]2[CH:18]=[CH:17][C:16]([CH3:19])=[CH:15][C:14]=2[C:20]([CH:22]2[CH2:26][CH2:25][CH2:24][CH2:23]2)=[O:21])=[O:11])[S:7][CH:8]=1.[CH3:27][N:28]([CH2:30][C:31](O)=[O:32])[CH3:29]. No catalyst specified. The product is [CH:22]1([C:20]([C:14]2[CH:15]=[C:16]([CH3:19])[CH:17]=[CH:18][C:13]=2[NH:12][C:10](=[O:11])[NH:9][C:6]2[S:7][CH:8]=[C:4]([CH2:3][CH2:2][NH:1][C:31](=[O:32])[CH2:30][N:28]([CH3:29])[CH3:27])[N:5]=2)=[O:21])[CH2:23][CH2:24][CH2:25][CH2:26]1. The yield is 0.610. (5) The reactants are [C:1]([N:5]1[C:10](=[O:11])[C:9]([Cl:12])=[C:8]([O:13][CH2:14][C:15]2[CH:20]=[CH:19][C:18]([CH2:21][O:22][CH2:23][CH2:24][O:25][Si](C(C)(C)C)(C)C)=[CH:17][CH:16]=2)[CH:7]=[N:6]1)([CH3:4])([CH3:3])[CH3:2].CCCC[N+](CCCC)(CCCC)CCCC.[F-]. The catalyst is C1COCC1. The product is [C:1]([N:5]1[C:10](=[O:11])[C:9]([Cl:12])=[C:8]([O:13][CH2:14][C:15]2[CH:16]=[CH:17][C:18]([CH2:21][O:22][CH2:23][CH2:24][OH:25])=[CH:19][CH:20]=2)[CH:7]=[N:6]1)([CH3:4])([CH3:3])[CH3:2]. The yield is 0.780. (6) The catalyst is O1CCCC1. The product is [C:14]1([CH:26]2[CH2:31][CH2:30][C:29](=[CH:3][C:1]#[N:2])[CH2:28][CH2:27]2)[N:15]=[N:16][N:17]2[C:22]=1[C:21]1[CH:23]=[CH:24][NH:25][C:20]=1[N:19]=[CH:18]2. The reactants are [C:1]([CH2:3]P(=O)(OCC)OCC)#[N:2].[H-].[Na+].[C:14]1([CH:26]2[CH2:31][CH2:30][C:29](=O)[CH2:28][CH2:27]2)[N:15]=[N:16][N:17]2[C:22]=1[C:21]1[CH:23]=[CH:24][NH:25][C:20]=1[N:19]=[CH:18]2.O. The yield is 0.920. (7) The reactants are [Cl:1][C:2]1[CH:24]=[C:23]([Cl:25])[CH:22]=[CH:21][C:3]=1[O:4][C:5]1[C:10]([CH2:11][CH2:12][C:13](OCC)=[O:14])=[CH:9][N:8]=[C:7]([CH:18]([CH3:20])[CH3:19])[N:6]=1.[H-].[Al+3].[Li+].[H-].[H-].[H-].O.O.O.O.O.O.O.O.O.O.S([O-])([O-])(=O)=O.[Na+].[Na+]. The yield is 0.950. The catalyst is O1CCCC1. The product is [Cl:1][C:2]1[CH:24]=[C:23]([Cl:25])[CH:22]=[CH:21][C:3]=1[O:4][C:5]1[C:10]([CH2:11][CH2:12][CH2:13][OH:14])=[CH:9][N:8]=[C:7]([CH:18]([CH3:20])[CH3:19])[N:6]=1. (8) The product is [Cl:1][C:2]1[CH:3]=[C:4]([C@@H:12]([CH2:21][CH:22]2[CH2:23][CH2:24][CH2:25][CH2:26]2)[C:13]([NH:15][C:16]2[CH:20]=[CH:19][N:18]([C:34](=[O:37])[CH2:35][CH3:36])[N:17]=2)=[O:14])[CH:5]=[CH:6][C:7]=1[S:8]([CH3:11])(=[O:10])=[O:9]. The yield is 0.430. The catalyst is C(Cl)Cl.C(OCC)(=O)C. The reactants are [Cl:1][C:2]1[CH:3]=[C:4]([C@@H:12]([CH2:21][CH:22]2[CH2:26][CH2:25][CH2:24][CH2:23]2)[C:13]([NH:15][C:16]2[CH:20]=[CH:19][NH:18][N:17]=2)=[O:14])[CH:5]=[CH:6][C:7]=1[S:8]([CH3:11])(=[O:10])=[O:9].CN1CCOCC1.[C:34](Cl)(=[O:37])[CH2:35][CH3:36]. (9) The reactants are [F:1][C:2]([F:25])([F:24])[C@@H:3]([CH3:23])[C@H:4]([N:7](C(OC(C)(C)C)=O)[NH:8]C(OC(C)(C)C)=O)[CH2:5][OH:6].[ClH:26]. The catalyst is C1COCC1. The product is [ClH:26].[F:1][C:2]([F:24])([F:25])[C@@H:3]([CH3:23])[C@H:4]([NH:7][NH2:8])[CH2:5][OH:6]. The yield is 0.900.